This data is from Peptide-MHC class II binding affinity with 134,281 pairs from IEDB. The task is: Regression. Given a peptide amino acid sequence and an MHC pseudo amino acid sequence, predict their binding affinity value. This is MHC class II binding data. (1) The peptide sequence is MEADVILPIGTRSVE. The MHC is HLA-DQA10501-DQB10302 with pseudo-sequence HLA-DQA10501-DQB10302. The binding affinity (normalized) is 0.408. (2) The binding affinity (normalized) is 0.486. The MHC is DRB3_0202 with pseudo-sequence DRB3_0202. The peptide sequence is KIDAAFKVAATAAAT. (3) The peptide sequence is KKMTTTFTNYMVDMFLA. The MHC is DRB1_1301 with pseudo-sequence DRB1_1301. The binding affinity (normalized) is 0.655. (4) The peptide sequence is TYFQRVLIFILLTTV. The MHC is DRB1_0701 with pseudo-sequence DRB1_0701. The binding affinity (normalized) is 0.301. (5) The peptide sequence is QDKLCGSLIGMTNRA. The MHC is HLA-DQA10501-DQB10402 with pseudo-sequence HLA-DQA10501-DQB10402. The binding affinity (normalized) is 0.470. (6) The binding affinity (normalized) is 0.856. The MHC is DRB1_0101 with pseudo-sequence DRB1_0101. The peptide sequence is NAILSMKLNVSLAHV. (7) The peptide sequence is MSGPMQQLTQPLQQV. The MHC is DRB1_0401 with pseudo-sequence DRB1_0401. The binding affinity (normalized) is 0.274.